Dataset: Reaction yield outcomes from USPTO patents with 853,638 reactions. Task: Predict the reaction yield, written as a fraction of the theoretical maximum amount of product (1.0 means a 100% yield; for example, 0.34 means a 34% yield). The reactants are [O:1]=[C:2]1[CH:9](C(OCC)=O)[C:8](=[O:15])[C:5]2([CH2:7][CH2:6]2)[CH2:4][NH:3]1.O. The catalyst is C(#N)C. The product is [CH2:6]1[C:5]2([C:8](=[O:15])[CH2:9][C:2](=[O:1])[NH:3][CH2:4]2)[CH2:7]1. The yield is 0.460.